From a dataset of Experimentally validated miRNA-target interactions with 360,000+ pairs, plus equal number of negative samples. Binary Classification. Given a miRNA mature sequence and a target amino acid sequence, predict their likelihood of interaction. (1) The miRNA is hsa-miR-7974 with sequence AGGCUGUGAUGCUCUCCUGAGCCC. The protein sequence of the target gene is MQWRALVLGLVLLRLGLHAVLWLVFGLGPSMGFYQRFPLSFGFQRLRDPDGSGPVGPPGGPAWLHRPRRGTEGRLETPPEPGPTPGPGVCGPAHWGYALGGGGCGPDEYERRYSGAFPPQLRAQMRDLARGMFVFGYDNYMAHAFPQDELNPIYCRGRGPDRGDPSNLNINDVLGNYSLTLVDALDTLAIMGNSSEFQKAVKLVINTVSFDKDSTVQVFEATIRVLGSLLSAHRIITDSKQPFGDMTIEDYDNELLYMAHDLAVRLLPAFENTKTGIPYPRVNLKTGVPPDSNNETCTAG.... Result: 0 (no interaction). (2) The miRNA is gga-miR-15b-5p with sequence UAGCAGCACAUCAUGGUUUGCA. The protein sequence of the target gene is MDASTPLPPASSSPRCNPAPQTIHIEFPHHSSSLLESLNRHRLEGKFCDVSLLVQGRELRAHKAVLAAASPYFHDKLLLGDAPRLTLPNVIEADAFEGLLQLIYSGSLHLPLDALPAHLLVASGLQMWQVVDRCSEILRELETSGGISAGGRASSLTLISTTSSGGWCIRSSPFQNPVRSSASTENSVLPESPAGGEGSELEGMLQIQVKVEEEEEQGSAAPLFQTPQPERVSGGVSQACGSHPLPTPALPSKPSEDESSTVDPPAPPVQASQILYVNQENVECKEEIARGTKEKTKVLS.... Result: 0 (no interaction). (3) The miRNA is hsa-miR-1234-3p with sequence UCGGCCUGACCACCCACCCCAC. The protein sequence of the target gene is MKALLALPLLLLLSTPPCAPQVSGIRGDALERFCLQQPLDCDDIYAQGYQSDGVYLIYPSGPSVPVPVFCDMTTEGGKWTVFQKRFNGSVSFFRGWNDYKLGFGRADGEYWLGLQNMHLLTLKQKYELRVDLEDFENNTAYAKYADFSISPNAVSAEEDGYTLFVAGFEDGGAGDSLSYHSGQKFSTFDRDQDLFVQNCAALSSGAFWFRSCHFANLNGFYLGGSHLSYANGINWAQWKGFYYSLKRTEMKIRRA. Result: 0 (no interaction).